This data is from Forward reaction prediction with 1.9M reactions from USPTO patents (1976-2016). The task is: Predict the product of the given reaction. (1) Given the reactants [CH3:1][S:2](Cl)(=[O:4])=[O:3].[N:6]1([CH2:12][CH2:13][O:14][C:15]2[CH:20]=[CH:19][C:18]([CH:21]3[CH2:26][CH2:25][N:24]([C:27]4[CH:28]=[CH:29][C:30]5[N:31]([C:33]([C:36]([F:39])([F:38])[F:37])=[N:34][N:35]=5)[N:32]=4)[CH2:23][CH2:22]3)=[CH:17][CH:16]=2)[CH2:11][CH2:10][NH:9][CH2:8][CH2:7]1.C(N(CC)CC)C, predict the reaction product. The product is: [CH3:1][S:2]([N:9]1[CH2:10][CH2:11][N:6]([CH2:12][CH2:13][O:14][C:15]2[CH:20]=[CH:19][C:18]([CH:21]3[CH2:26][CH2:25][N:24]([C:27]4[CH:28]=[CH:29][C:30]5[N:31]([C:33]([C:36]([F:39])([F:37])[F:38])=[N:34][N:35]=5)[N:32]=4)[CH2:23][CH2:22]3)=[CH:17][CH:16]=2)[CH2:7][CH2:8]1)(=[O:4])=[O:3]. (2) Given the reactants [Br-:1].[Br-:2].[Br-].[NH+:4]1[CH:9]=[CH:8][CH:7]=[CH:6][CH:5]=1.[NH+:10]1C=[CH:14][CH:13]=[CH:12][CH:11]=1.[NH+]1C=CC=CC=1.C1C[O:25]CC1, predict the reaction product. The product is: [Br:1][CH2:5][C:6]([C:7]1[CH:8]=[C:9]2[C:12]([CH:11]=[N:10][NH:4]2)=[CH:13][C:14]=1[Br:2])=[O:25]. (3) Given the reactants Cl[C:2]1[CH:7]=[CH:6][N:5]=[CH:4][C:3]=1[N+:8]([O-:10])=[O:9].[CH3:11][NH2:12], predict the reaction product. The product is: [CH3:11][NH:12][C:2]1[CH:7]=[CH:6][N:5]=[CH:4][C:3]=1[N+:8]([O-:10])=[O:9]. (4) Given the reactants [N:1]1[CH:6]=[CH:5][CH:4]=[CH:3][C:2]=1[C:7]([CH:9]1[CH2:14][CH2:13][N:12]([CH2:15][C:16]([OH:18])=O)[CH2:11][CH2:10]1)=[O:8].[CH:19]1([CH2:22][NH:23][CH2:24][C:25]2[NH:26][C:27](=[O:35])[C:28]3[CH2:34][O:33][CH2:32][CH2:31][C:29]=3[N:30]=2)[CH2:21][CH2:20]1.CCN(C(C)C)C(C)C.CN(C(ON1N=NC2C=CC=NC1=2)=[N+](C)C)C.F[P-](F)(F)(F)(F)F, predict the reaction product. The product is: [CH:19]1([CH2:22][N:23]([CH2:24][C:25]2[NH:26][C:27](=[O:35])[C:28]3[CH2:34][O:33][CH2:32][CH2:31][C:29]=3[N:30]=2)[C:16](=[O:18])[CH2:15][N:12]2[CH2:11][CH2:10][CH:9]([C:7]([C:2]3[CH:3]=[CH:4][CH:5]=[CH:6][N:1]=3)=[O:8])[CH2:14][CH2:13]2)[CH2:21][CH2:20]1. (5) Given the reactants [NH2:1][C:2]1[N:7]=[CH:6][C:5]([C:8]2[CH:9]=[CH:10][C:11]([F:22])=[C:12]([C:14]([N:16]3[CH2:21][CH2:20][O:19][CH2:18][CH2:17]3)=O)[CH:13]=2)=[CH:4][C:3]=1[C:23]1[N:24]=[N:25][N:26]([CH:28]([CH3:30])[CH3:29])[CH:27]=1.B(F)(F)F.CCOCC.[BH4-].[Na+], predict the reaction product. The product is: [F:22][C:11]1[CH:10]=[CH:9][C:8]([C:5]2[CH:4]=[C:3]([C:23]3[N:24]=[N:25][N:26]([CH:28]([CH3:29])[CH3:30])[CH:27]=3)[C:2]([NH2:1])=[N:7][CH:6]=2)=[CH:13][C:12]=1[CH2:14][N:16]1[CH2:17][CH2:18][O:19][CH2:20][CH2:21]1. (6) Given the reactants [Cl:1][C:2]1[CH:7]=[CH:6][C:5]([NH:8][C:9]([NH:11][C:12]2[CH:17]=[CH:16][C:15]([CH2:18][NH:19][C:20]3[C:29]4[C:24](=[CH:25][C:26]([CH3:30])=[CH:27][CH:28]=4)[N:23]=[C:22](Cl)[N:21]=3)=[CH:14][CH:13]=2)=[O:10])=[CH:4][CH:3]=1.Cl.[CH3:33][NH:34][CH3:35], predict the reaction product. The product is: [Cl:1][C:2]1[CH:3]=[CH:4][C:5]([NH:8][C:9]([NH:11][C:12]2[CH:17]=[CH:16][C:15]([CH2:18][NH:19][C:20]3[C:29]4[C:24](=[CH:25][C:26]([CH3:30])=[CH:27][CH:28]=4)[N:23]=[C:22]([N:34]([CH3:35])[CH3:33])[N:21]=3)=[CH:14][CH:13]=2)=[O:10])=[CH:6][CH:7]=1. (7) Given the reactants [Br:1][C:2]1[CH:3]=[C:4]([CH:9]=[CH:10][C:11]=1[OH:12])[C:5]([O:7][CH3:8])=[O:6].Br[CH2:14][C:15]1[CH:20]=[CH:19][CH:18]=[CH:17][CH:16]=1.C(=O)([O-])[O-].[Cs+].[Cs+], predict the reaction product. The product is: [CH2:14]([O:12][C:11]1[CH:10]=[CH:9][C:4]([C:5]([O:7][CH3:8])=[O:6])=[CH:3][C:2]=1[Br:1])[C:15]1[CH:20]=[CH:19][CH:18]=[CH:17][CH:16]=1.